This data is from Catalyst prediction with 721,799 reactions and 888 catalyst types from USPTO. The task is: Predict which catalyst facilitates the given reaction. (1) Reactant: O.[NH2:2][C:3]1[CH:4]=[C:5](B(O)O)[CH:6]=[CH:7][CH:8]=1. Product: [CH:6]1[CH:5]=[CH:4][C:3]([N:2]([C:6]2[CH:5]=[CH:4][C:3]([NH2:2])=[CH:8][CH:7]=2)[C:3]2[CH:4]=[CH:5][CH:6]=[CH:7][CH:8]=2)=[CH:8][CH:7]=1. The catalyst class is: 671. (2) Reactant: [Cl:1][C:2]1[CH:7]=[CH:6][CH:5]=[CH:4][C:3]=1[C:8]([F:12])([F:11])[CH2:9]O.[N:13]1C=CC=CC=1.FC(F)(F)S(OS(C(F)(F)F)(=O)=O)(=O)=O.N. Product: [ClH:1].[Cl:1][C:2]1[CH:7]=[CH:6][CH:5]=[CH:4][C:3]=1[C:8]([F:12])([F:11])[CH2:9][NH2:13]. The catalyst class is: 10. (3) Reactant: [F:1][C:2]([F:7])([F:6])[C:3]([OH:5])=[O:4].[CH:8]1([CH:13]([N:19]2[CH:23]=[C:22]([C:24]3[C:25]4[CH:32]=[CH:31][NH:30][C:26]=4[N:27]=[CH:28][N:29]=3)[CH:21]=[N:20]2)[CH2:14][CH:15]=[C:16]([F:18])[F:17])[CH2:12][CH2:11][CH2:10][CH2:9]1. Product: [F:1][C:2]([F:7])([F:6])[C:3]([OH:5])=[O:4].[CH:8]1([CH:13]([N:19]2[CH:23]=[C:22]([C:24]3[C:25]4[CH:32]=[CH:31][NH:30][C:26]=4[N:27]=[CH:28][N:29]=3)[CH:21]=[N:20]2)[CH2:14][CH2:15][CH:16]([F:17])[F:18])[CH2:12][CH2:11][CH2:10][CH2:9]1. The catalyst class is: 19.